Dataset: Full USPTO retrosynthesis dataset with 1.9M reactions from patents (1976-2016). Task: Predict the reactants needed to synthesize the given product. (1) Given the product [CH3:18][C:8]1[CH:13]=[CH:12][C:11]([S:14](/[N:1]=[C:2]2/[NH:3][CH:4]=[CH:5][N:6]=[CH:7]/2)(=[O:16])=[O:15])=[CH:10][CH:9]=1, predict the reactants needed to synthesize it. The reactants are: [NH2:1][C:2]1[CH:7]=[N:6][CH:5]=[CH:4][N:3]=1.[C:8]1([CH3:18])[CH:13]=[CH:12][C:11]([S:14](Cl)(=[O:16])=[O:15])=[CH:10][CH:9]=1. (2) The reactants are: [F:1][C:2]1[CH:3]=[C:4]([NH:8][C:9]2[N:18]=[CH:17][CH:16]=[CH:15][C:10]=2[C:11]([O:13]C)=[O:12])[CH:5]=[CH:6][CH:7]=1.[OH-].[K+]. Given the product [F:1][C:2]1[CH:3]=[C:4]([NH:8][C:9]2[N:18]=[CH:17][CH:16]=[CH:15][C:10]=2[C:11]([OH:13])=[O:12])[CH:5]=[CH:6][CH:7]=1, predict the reactants needed to synthesize it. (3) Given the product [C:50]([O:49][C:47](=[O:48])[NH:46][CH2:45][CH2:44][CH2:43][C@@H:39]1[NH:38][C:37](=[O:54])[C@@H:36]([NH:55][C:56]([O:58][C:59]([CH3:62])([CH3:61])[CH3:60])=[O:57])[CH2:35][C:34]2[CH:63]=[C:30]([CH:31]=[CH:32][C:33]=2[OH:64])[C:29]2=[CH:65][C:25](=[C:26]([OH:66])[CH:27]=[CH:28]2)[CH2:24][C@@H:23]([C:21]([NH:20][CH2:19][CH2:18][CH2:17][C@H:16]([NH2:67])[CH2:15][C:14]([NH:13][CH2:12][CH2:11][NH2:10])=[O:78])=[O:22])[NH:41][C:40]1=[O:42])([CH3:51])([CH3:52])[CH3:53], predict the reactants needed to synthesize it. The reactants are: C(OC(=O)[NH:10][CH2:11][CH2:12][NH:13][C:14](=[O:78])[CH2:15][C@@H:16]([NH:67]C(OCC1C=CC=CC=1)=O)[CH2:17][CH2:18][CH2:19][NH:20][C:21]([C@H:23]1[NH:41][C:40](=[O:42])[C@H:39]([CH2:43][CH2:44][CH2:45][NH:46][C:47]([O:49][C:50]([CH3:53])([CH3:52])[CH3:51])=[O:48])[NH:38][C:37](=[O:54])[C@@H:36]([NH:55][C:56]([O:58][C:59]([CH3:62])([CH3:61])[CH3:60])=[O:57])[CH2:35][C:34]2[CH:63]=[C:30]([CH:31]=[CH:32][C:33]=2[OH:64])[C:29]2=[CH:65][C:25](=[C:26]([OH:66])[CH:27]=[CH:28]2)[CH2:24]1)=[O:22])C1C=CC=CC=1. (4) Given the product [Cl:48][C:49]1[CH:54]=[C:53]([O:55][CH3:56])[CH:52]=[CH:51][C:50]=1[N:17]1[CH2:16][CH2:15][N:14]([C:12]2[C:11]3[C:6](=[CH:7][C:8]([O:31][CH3:32])=[C:9]([O:29][CH3:30])[CH:10]=3)[N:5]=[C:4]([CH:1]3[CH2:2][CH2:3]3)[N:13]=2)[CH2:19][CH2:18]1, predict the reactants needed to synthesize it. The reactants are: [CH:1]1([C:4]2[N:13]=[C:12]([N:14]3[CH2:19][CH2:18][N:17](C4C=CC(F)=CC=4OC)[CH2:16][CH2:15]3)[C:11]3[C:6](=[CH:7][C:8]([O:31][CH3:32])=[C:9]([O:29][CH3:30])[CH:10]=3)[N:5]=2)[CH2:3][CH2:2]1.FC1C=CC(N2CCNCC2)=C(OC)C=1.[Cl:48][C:49]1[CH:54]=[C:53]([O:55][CH3:56])[CH:52]=[CH:51][C:50]=1N1CCNCC1.